Task: Predict the reaction yield, written as a fraction of the theoretical maximum amount of product (1.0 means a 100% yield; for example, 0.34 means a 34% yield).. Dataset: Reaction yield outcomes from USPTO patents with 853,638 reactions (1) The reactants are [CH:1]([C:4]1[C:12]([CH:13]=O)=[C:7]2[CH:8]=[CH:9][CH:10]=[CH:11][N:6]2[N:5]=1)([CH3:3])[CH3:2].Cl.[NH2:16][NH:17][C:18]([NH2:20])=[O:19].C(N(CC)CC)C. The catalyst is CO. The product is [CH:1]([C:4]1[C:12](/[CH:13]=[N:16]/[NH:17][C:18]([NH2:20])=[O:19])=[C:7]2[CH:8]=[CH:9][CH:10]=[CH:11][N:6]2[N:5]=1)([CH3:2])[CH3:3]. The yield is 0.700. (2) The product is [CH3:23][O:14][C:13](=[O:15])/[C:12](/[C:16]1[CH:17]=[CH:18][C:19]([OH:22])=[CH:20][CH:21]=1)=[CH:11]\[C:5]1[CH:6]=[C:7]([O:9][CH3:10])[CH:8]=[C:3]([O:2][CH3:1])[CH:4]=1. The catalyst is S(=O)(=O)(O)O. The reactants are [CH3:1][O:2][C:3]1[CH:4]=[C:5](/[CH:11]=[C:12](/[C:16]2[CH:21]=[CH:20][C:19]([OH:22])=[CH:18][CH:17]=2)\[C:13]([OH:15])=[O:14])[CH:6]=[C:7]([O:9][CH3:10])[CH:8]=1.[CH3:23]O. The yield is 0.350. (3) The reactants are [CH3:1][Mg+].[Br-].[Cl:4][C:5]1[CH:10]=[CH:9][C:8]([C:11]2[CH:16]=[N:15][N:14]3[C:17](=[O:27])[N:18]([CH2:20][C:21](=[O:26])[CH2:22][O:23][CH2:24][CH3:25])[N:19]=[C:13]3[C:12]=2[C:28]2[CH:33]=[CH:32][C:31]([Cl:34])=[CH:30][CH:29]=2)=[CH:7][CH:6]=1.[NH4+].[Cl-]. No catalyst specified. The product is [Cl:4][C:5]1[CH:6]=[CH:7][C:8]([C:11]2[CH:16]=[N:15][N:14]3[C:17](=[O:27])[N:18]([CH2:20][C:21]([OH:26])([CH3:1])[CH2:22][O:23][CH2:24][CH3:25])[N:19]=[C:13]3[C:12]=2[C:28]2[CH:29]=[CH:30][C:31]([Cl:34])=[CH:32][CH:33]=2)=[CH:9][CH:10]=1. The yield is 0.160. (4) The catalyst is C(Cl)Cl. The yield is 0.670. The product is [CH3:16][N:17]1[CH:21]=[C:20]([C:22]2[N:27]=[CH:26][N:25]=[C:24]([O:28][C:29]3[CH:30]=[CH:31][C:32]([NH:35][C:13]([N:3]4[CH2:4][CH2:5][N:6]([CH:7]5[CH2:12][CH2:11][O:10][CH2:9][CH2:8]5)[C:2]4=[O:1])=[O:14])=[N:33][CH:34]=3)[CH:23]=2)[CH:19]=[N:18]1. The reactants are [O:1]=[C:2]1[N:6]([CH:7]2[CH2:12][CH2:11][O:10][CH2:9][CH2:8]2)[CH2:5][CH2:4][N:3]1[C:13](Cl)=[O:14].[CH3:16][N:17]1[CH:21]=[C:20]([C:22]2[N:27]=[CH:26][N:25]=[C:24]([O:28][C:29]3[CH:30]=[CH:31][C:32]([NH2:35])=[N:33][CH:34]=3)[CH:23]=2)[CH:19]=[N:18]1. (5) The reactants are O=[C:2]([C:8]1[CH:13]=[CH:12][C:11]([S:14][C:15]2[CH:20]=[CH:19][CH:18]=[CH:17][CH:16]=2)=[CH:10][CH:9]=1)[CH2:3][CH2:4][C:5]([OH:7])=[O:6]. The catalyst is Cl. The product is [C:15]1([S:14][C:11]2[CH:10]=[CH:9][C:8]([CH2:2][CH2:3][CH2:4][C:5]([OH:7])=[O:6])=[CH:13][CH:12]=2)[CH:16]=[CH:17][CH:18]=[CH:19][CH:20]=1. The yield is 0.810. (6) The reactants are [NH2:1][C:2]1[CH:7]=[CH:6][CH:5]=[CH:4][C:3]=1[CH:8]1[N:13]2[N:14]=[C:15]([C:19]3[CH:24]=[CH:23][C:22]([OH:25])=[CH:21][CH:20]=3)[C:16]([C:17]#[N:18])=[C:12]2[NH:11][CH2:10][CH2:9]1.C1C=CC(P(C2C=CC=CC=2)C2C=CC=CC=2)=CC=1.[O:45]1[CH2:50][CH2:49][CH:48](O)[CH2:47][CH2:46]1.CC(OC(/N=N/C(OC(C)C)=O)=O)C. The catalyst is C1COCC1. The product is [NH2:1][C:2]1[CH:7]=[CH:6][CH:5]=[CH:4][C:3]=1[CH:8]1[N:13]2[N:14]=[C:15]([C:19]3[CH:20]=[CH:21][C:22]([O:25][CH:48]4[CH2:49][CH2:50][O:45][CH2:46][CH2:47]4)=[CH:23][CH:24]=3)[C:16]([C:17]#[N:18])=[C:12]2[NH:11][CH2:10][CH2:9]1. The yield is 0.120. (7) The reactants are [Br:1][C:2]1[CH:3]=[C:4]([CH2:9][OH:10])[CH:5]=[CH:6][C:7]=1[CH3:8]. The catalyst is C(Cl)Cl.[O-2].[Mn+2]. The product is [Br:1][C:2]1[CH:3]=[C:4]([CH:5]=[CH:6][C:7]=1[CH3:8])[CH:9]=[O:10]. The yield is 0.890. (8) The reactants are [F:1][C:2]1[CH:11]=[C:10]([C:12]2[N:17]=[C:16]3[N:18]([C:21]([C:24]4[CH:25]=[C:26]5[C:31](=[CH:32][CH:33]=4)[N:30]=[CH:29][CH:28]=[CH:27]5)([CH3:23])[CH3:22])[N:19]=[N:20][C:15]3=[CH:14][CH:13]=2)[CH:9]=[CH:8][C:3]=1[C:4]([O:6]C)=[O:5].[OH-].[Li+].C1COCC1.Cl. The catalyst is CO.O. The product is [F:1][C:2]1[CH:11]=[C:10]([C:12]2[N:17]=[C:16]3[N:18]([C:21]([C:24]4[CH:25]=[C:26]5[C:31](=[CH:32][CH:33]=4)[N:30]=[CH:29][CH:28]=[CH:27]5)([CH3:23])[CH3:22])[N:19]=[N:20][C:15]3=[CH:14][CH:13]=2)[CH:9]=[CH:8][C:3]=1[C:4]([OH:6])=[O:5]. The yield is 0.710. (9) The reactants are [Cl:1][C:2]1[CH:7]=[CH:6][CH:5]=[CH:4][C:3]=1[SH:8].Br[CH2:10][CH:11]([O:15][CH2:16][CH3:17])[O:12][CH2:13][CH3:14].C(=O)([O-])[O-].[K+].[K+]. The catalyst is CC(C)=O. The product is [Cl:1][C:2]1[CH:7]=[CH:6][CH:5]=[CH:4][C:3]=1[S:8][CH2:10][CH:11]([O:15][CH2:16][CH3:17])[O:12][CH2:13][CH3:14]. The yield is 0.800.